This data is from Forward reaction prediction with 1.9M reactions from USPTO patents (1976-2016). The task is: Predict the product of the given reaction. Given the reactants [C:1](OCC)(=[O:8])[CH2:2][C:3]([O:5][CH2:6][CH3:7])=[O:4].[Mg].[Cl:13][C:14]1[CH:19]=[CH:18][C:17]([C:20]2([C:25](Cl)=[O:26])[CH2:24][CH2:23][CH2:22][CH2:21]2)=[CH:16][CH:15]=1.OS(O)(=O)=O, predict the reaction product. The product is: [Cl:13][C:14]1[CH:19]=[C:18]2[C:17](=[CH:16][CH:15]=1)[C:20]1([CH2:24][CH2:23][CH2:22][CH2:21]1)[C:25](=[O:26])[C:2]([C:3]([O:5][CH2:6][CH3:7])=[O:4])=[C:1]2[OH:8].